This data is from Peptide-MHC class I binding affinity with 185,985 pairs from IEDB/IMGT. The task is: Regression. Given a peptide amino acid sequence and an MHC pseudo amino acid sequence, predict their binding affinity value. This is MHC class I binding data. (1) The peptide sequence is VLTSVDIETA. The MHC is HLA-A68:02 with pseudo-sequence HLA-A68:02. The binding affinity (normalized) is 0.137. (2) The peptide sequence is HTAAPWGSY. The MHC is HLA-B40:01 with pseudo-sequence HLA-B40:01. The binding affinity (normalized) is 0.0847. (3) The peptide sequence is ARLSSPIVL. The MHC is HLA-B46:01 with pseudo-sequence HLA-B46:01. The binding affinity (normalized) is 0.0847.